This data is from Forward reaction prediction with 1.9M reactions from USPTO patents (1976-2016). The task is: Predict the product of the given reaction. (1) The product is: [OH:1][C:2]1[CH:3]=[C:4]([CH:9]=[CH:10][CH:11]=1)[CH:5]=[CH:6][CH:7]=[N:12][NH:13][C:14]([NH2:16])=[S:15]. Given the reactants [OH:1][C:2]1[CH:3]=[C:4]([CH:9]=[CH:10][CH:11]=1)[CH:5]=[CH:6][CH:7]=O.[NH2:12][NH:13][C:14]([NH2:16])=[S:15], predict the reaction product. (2) Given the reactants [NH2:1][CH:2]([CH2:6][CH2:7][CH2:8][CH2:9][CH2:10][CH3:11])[C:3]([OH:5])=[O:4].[OH-].[Na+].[C:14](O[C:14]([O:16][C:17]([CH3:20])([CH3:19])[CH3:18])=[O:15])([O:16][C:17]([CH3:20])([CH3:19])[CH3:18])=[O:15], predict the reaction product. The product is: [C:17]([O:16][C:14]([NH:1][CH:2]([CH2:6][CH2:7][CH2:8][CH2:9][CH2:10][CH3:11])[C:3]([OH:5])=[O:4])=[O:15])([CH3:20])([CH3:19])[CH3:18]. (3) The product is: [Cl:1][C:2]1[N:7]=[C:6]([C:8]2[CH:9]=[N:10][CH:11]=[C:12]([Cl:14])[CH:13]=2)[C:5]2[N:15]([CH2:27][C@H:28]3[CH2:33][CH2:32][C@H:31]([CH3:34])[CH2:30][CH2:29]3)[C:16]([C:18]([C:20]3[C:25]([F:26])=[CH:24][CH:23]=[CH:22][N:21]=3)=[O:19])=[N:17][C:4]=2[CH:3]=1. Given the reactants [Cl:1][C:2]1[N:7]=[C:6]([C:8]2[CH:9]=[N:10][CH:11]=[C:12]([Cl:14])[CH:13]=2)[C:5]2[N:15]([CH2:27][C@H:28]3[CH2:33][CH2:32][C@H:31]([CH3:34])[CH2:30][CH2:29]3)[C:16]([CH:18]([C:20]3[C:25]([F:26])=[CH:24][CH:23]=[CH:22][N:21]=3)[OH:19])=[N:17][C:4]=2[CH:3]=1.CC(OI1(OC(C)=O)(OC(C)=O)OC(=O)C2C=CC=CC1=2)=O, predict the reaction product. (4) The product is: [N:1]([CH2:4][C@H:5]1[CH2:10][NH:9][C:8]2[CH:11]=[CH:12][CH:13]=[C:14]([C:18]3[CH:19]=[CH:20][CH:21]=[CH:22][C:17]=3[F:16])[C:7]=2[O:6]1)=[N+:2]=[N-:3]. Given the reactants [N:1]([CH2:4][C@@H:5]1[CH2:10][NH:9][C:8]2[CH:11]=[CH:12][CH:13]=[C:14](Br)[C:7]=2[O:6]1)=[N+:2]=[N-:3].[F:16][C:17]1[CH:22]=[CH:21][CH:20]=[CH:19][C:18]=1B(O)O, predict the reaction product. (5) Given the reactants C([O:3][C:4](=[O:28])[CH2:5][C:6]1[CH:7]=[N:8][CH:9]=[C:10]([C:12]2[CH:17]=[CH:16][C:15]([F:18])=[CH:14][C:13]=2[CH2:19][N:20]([C:23]([CH:25]2[CH2:27][CH2:26]2)=[O:24])[CH2:21][CH3:22])[CH:11]=1)C.[Li+].[OH-].CO, predict the reaction product. The product is: [CH:25]1([C:23]([N:20]([CH2:19][C:13]2[CH:14]=[C:15]([F:18])[CH:16]=[CH:17][C:12]=2[C:10]2[CH:11]=[C:6]([CH2:5][C:4]([OH:28])=[O:3])[CH:7]=[N:8][CH:9]=2)[CH2:21][CH3:22])=[O:24])[CH2:27][CH2:26]1. (6) Given the reactants [O:1]=[C:2]1[C:8]2[NH:9][C:10]3[C:15]([C:7]=2[C:6](=[O:19])[CH2:5][CH2:4][NH:3]1)=[CH:14][C:13]([C:16]([OH:18])=O)=[CH:12][CH:11]=3.CN(C(ON1N=[N:35][C:30]2[CH:31]=[CH:32][CH:33]=[N:34][C:29]1=2)=[N+](C)C)C.F[P-](F)(F)(F)(F)F.N1C=CC=C(N)C=1.O, predict the reaction product. The product is: [N:34]1[CH:33]=[CH:32][CH:31]=[C:30]([NH:35][C:16]([C:13]2[CH:14]=[C:15]3[C:10](=[CH:11][CH:12]=2)[NH:9][C:8]2[C:2](=[O:1])[NH:3][CH2:4][CH2:5][C:6](=[O:19])[C:7]3=2)=[O:18])[CH:29]=1. (7) The product is: [CH:33]1([C:31]#[C:32][C:16]2[C:17]3[C:22]([CH3:24])([CH3:23])[C:21](=[O:25])[NH:20][C:18]=3[N:19]=[C:14]([C:7]3[C:8]4[C:9](=[N:10][CH:11]=[CH:12][CH:13]=4)[N:5]([CH2:4][C:3]4[CH:27]=[CH:28][CH:29]=[CH:30][C:2]=4[F:1])[N:6]=3)[N:15]=2)[CH2:35][CH2:34]1. Given the reactants [F:1][C:2]1[CH:30]=[CH:29][CH:28]=[CH:27][C:3]=1[CH2:4][N:5]1[C:9]2=[N:10][CH:11]=[CH:12][CH:13]=[C:8]2[C:7]([C:14]2[N:15]=[C:16](I)[C:17]3[C:22]([CH3:24])([CH3:23])[C:21](=[O:25])[NH:20][C:18]=3[N:19]=2)=[N:6]1.[C:31]([CH:33]1[CH2:35][CH2:34]1)#[CH:32].C(NC(C)C)(C)C, predict the reaction product.